Dataset: Reaction yield outcomes from USPTO patents with 853,638 reactions. Task: Predict the reaction yield, written as a fraction of the theoretical maximum amount of product (1.0 means a 100% yield; for example, 0.34 means a 34% yield). (1) The product is [CH2:16]([O:15][C:13]([CH:12]1[CH2:18][CH2:19][CH2:20][CH2:21][N:11]1[C:25]([C:7]1[CH:6]=[N:5][CH:4]=[CH:3][C:2]=1[CH3:1])=[O:29])=[O:14])[CH3:17]. The yield is 0.880. The reactants are [CH3:1][C:2]1[CH:7]=[CH:6][N:5]=[C:4](C(O)=O)[CH:3]=1.[NH:11]1[CH2:21][CH2:20][CH2:19][CH2:18][CH:12]1[C:13]([O:15][CH2:16][CH3:17])=[O:14].CN([C:25]([O:29]N1N=NC2C=CC=CC1=2)=[N+](C)C)C.F[P-](F)(F)(F)(F)F.CN1CCOCC1. The catalyst is ClCCl. (2) The reactants are [CH3:1][C:2]1(C)[C:6](C)(C)OB(C(C)=C)O1.C(=O)([O-])[O-].[Na+].[Na+].Br[C:20]1[C:21]([N:42]2[CH2:47][CH2:46][CH2:45][C@@H:44]([NH:48][C:49]([O:51][C:52]([CH3:55])([CH3:54])[CH3:53])=[O:50])[CH2:43]2)=[C:22]2[C:28]([NH:29][C:30](=[O:34])[CH:31]([CH3:33])[CH3:32])=[CH:27][N:26]([C:35]([O:37][C:38]([CH3:41])([CH3:40])[CH3:39])=[O:36])[C:23]2=[N:24][CH:25]=1.CC#N.O. The catalyst is O1CCOCC1.C1C=CC([P]([Pd]([P](C2C=CC=CC=2)(C2C=CC=CC=2)C2C=CC=CC=2)([P](C2C=CC=CC=2)(C2C=CC=CC=2)C2C=CC=CC=2)[P](C2C=CC=CC=2)(C2C=CC=CC=2)C2C=CC=CC=2)(C2C=CC=CC=2)C2C=CC=CC=2)=CC=1. The product is [C:52]([O:51][C:49]([NH:48][C@@H:44]1[CH2:45][CH2:46][CH2:47][N:42]([C:21]2[C:20]([C:2]([CH3:6])=[CH2:1])=[CH:25][N:24]=[C:23]3[N:26]([C:35]([O:37][C:38]([CH3:41])([CH3:40])[CH3:39])=[O:36])[CH:27]=[C:28]([NH:29][C:30](=[O:34])[CH:31]([CH3:33])[CH3:32])[C:22]=23)[CH2:43]1)=[O:50])([CH3:54])([CH3:53])[CH3:55]. The yield is 0.500. (3) The reactants are [CH2:1]([C:3]1[CH:4]=[C:5]2[C:9](=[CH:10][C:11]=1[N+:12]([O-])=O)[NH:8][CH:7]=[CH:6]2)[CH3:2]. The catalyst is [Ni]. The product is [CH2:1]([C:3]1[CH:4]=[C:5]2[C:9](=[CH:10][C:11]=1[NH2:12])[NH:8][CH:7]=[CH:6]2)[CH3:2]. The yield is 0.480.